Dataset: Forward reaction prediction with 1.9M reactions from USPTO patents (1976-2016). Task: Predict the product of the given reaction. (1) Given the reactants [N:1]1[C:5]2[CH:6]=[CH:7][CH:8]=[CH:9][C:4]=2[NH:3][C:2]=1[C:10]([OH:12])=O.CN(C(ON1N=[N:28][C:23]2[CH:24]=[CH:25][CH:26]=[CH:27][C:22]1=2)=[N+](C)C)C.[B-](F)(F)(F)F.[CH:35]1C=CC2N(O)N=NC=2C=1.CC[N:47]([CH:51]([CH3:53])C)[CH:48]([CH3:50])C.CN([CH:57]=[O:58])C, predict the reaction product. The product is: [N:47]1[CH:48]=[CH:50][C:57]([O:58][C:26]2[CH:27]=[CH:22][C:23]([NH:28][C:10]([C:2]3[NH:1][C:5]4[CH:6]=[CH:7][C:8]([CH3:35])=[CH:9][C:4]=4[N:3]=3)=[O:12])=[CH:24][CH:25]=2)=[CH:53][CH:51]=1. (2) Given the reactants [Br:1][C:2]1[C:10]2[C:5](=[N:6][CH:7]=[N:8][C:9]=2Cl)[NH:4][N:3]=1.[NH:12]1[C:20]2[C:15](=[CH:16][C:17]([NH2:21])=[CH:18][CH:19]=2)[CH:14]=[N:13]1, predict the reaction product. The product is: [Br:1][C:2]1[C:10]2[C:5](=[N:6][CH:7]=[N:8][C:9]=2[NH:21][C:17]2[CH:16]=[C:15]3[C:20](=[CH:19][CH:18]=2)[NH:12][N:13]=[CH:14]3)[NH:4][N:3]=1. (3) Given the reactants [NH2:1][C:2]1[CH:10]=[C:9]2[C:5]([CH:6]=[CH:7][NH:8]2)=[CH:4][CH:3]=1.[F:11][C:12]([F:29])([F:28])[C:13]1[CH:14]=[C:15]([N:19]2[CH2:24][CH2:23][CH:22]([C:25](O)=[O:26])[CH2:21][CH2:20]2)[CH:16]=[CH:17][CH:18]=1, predict the reaction product. The product is: [NH:8]1[C:9]2[C:5](=[CH:4][CH:3]=[C:2]([NH:1][C:25]([CH:22]3[CH2:21][CH2:20][N:19]([C:15]4[CH:16]=[CH:17][CH:18]=[C:13]([C:12]([F:29])([F:11])[F:28])[CH:14]=4)[CH2:24][CH2:23]3)=[O:26])[CH:10]=2)[CH:6]=[CH:7]1. (4) The product is: [Br:20][C:17]1[CH:18]=[CH:19][C:14]([C:11]2[C:10]3[CH:21]=[CH:22][C:7]([O:6][CH2:5][CH2:4][CH2:3][CH2:2][N:25]([CH2:23][CH3:24])[CH2:26][CH2:27][OH:28])=[CH:8][C:9]=3[S:13][N:12]=2)=[CH:15][CH:16]=1. Given the reactants Br[CH2:2][CH2:3][CH2:4][CH2:5][O:6][C:7]1[CH:22]=[CH:21][C:10]2[C:11]([C:14]3[CH:19]=[CH:18][C:17]([Br:20])=[CH:16][CH:15]=3)=[N:12][S:13][C:9]=2[CH:8]=1.[CH2:23]([NH:25][CH2:26][CH2:27][OH:28])[CH3:24], predict the reaction product. (5) Given the reactants [N+:1]([C:4]1[CH:5]=[C:6]([CH:10]=[CH:11][C:12]=1[N+:13]([O-:15])=[O:14])[C:7]([OH:9])=O)([O-:3])=[O:2].[NH:16]1[CH2:21][CH2:20][CH2:19][CH2:18][CH2:17]1, predict the reaction product. The product is: [N+:1]([C:4]1[CH:5]=[C:6]([C:7]([N:16]2[CH2:21][CH2:20][CH2:19][CH2:18][CH2:17]2)=[O:9])[CH:10]=[CH:11][C:12]=1[N+:13]([O-:15])=[O:14])([O-:3])=[O:2]. (6) Given the reactants Cl.Cl.[NH:3]1[CH2:7][CH2:6][CH2:5][C@@H:4]1[CH2:8][O:9][C:10]1[C:11]([C:16]([NH2:18])=[O:17])=[N:12][CH:13]=[CH:14][CH:15]=1.[F:19][C:20]([F:31])([F:30])[C:21]1[CH:22]=[C:23]([CH:27]=[CH:28][CH:29]=1)[C:24](O)=[O:25].COC1C=C(OC[C@H]2CCCN2C([C@H]2CC[C@H](C(F)(F)F)CC2)=O)C(C(O)=O)=NC=1, predict the reaction product. The product is: [F:19][C:20]([F:30])([F:31])[C:21]1[CH:22]=[C:23]([CH:27]=[CH:28][CH:29]=1)[C:24]([N:3]1[CH2:7][CH2:6][CH2:5][C@@H:4]1[CH2:8][O:9][C:10]1[C:11]([C:16]([NH2:18])=[O:17])=[N:12][CH:13]=[CH:14][CH:15]=1)=[O:25].